The task is: Predict the reactants needed to synthesize the given product.. This data is from Full USPTO retrosynthesis dataset with 1.9M reactions from patents (1976-2016). Given the product [Cl:13][C:14]1[C:22]2[N:21]=[C:20]([CH3:23])[N:19]([C:24]3[CH:29]=[CH:28][CH:27]=[C:26]([O:30][C:2]4[CH:7]=[CH:6][C:5]([S:8]([CH3:11])(=[O:10])=[O:9])=[CH:4][C:3]=4[F:12])[CH:25]=3)[C:18]=2[CH:17]=[CH:16][CH:15]=1, predict the reactants needed to synthesize it. The reactants are: F[C:2]1[CH:7]=[CH:6][C:5]([S:8]([CH3:11])(=[O:10])=[O:9])=[CH:4][C:3]=1[F:12].[Cl:13][C:14]1[C:22]2[N:21]=[C:20]([CH3:23])[N:19]([C:24]3[CH:25]=[C:26]([OH:30])[CH:27]=[CH:28][CH:29]=3)[C:18]=2[CH:17]=[CH:16][CH:15]=1.